From a dataset of Forward reaction prediction with 1.9M reactions from USPTO patents (1976-2016). Predict the product of the given reaction. (1) Given the reactants [Cl:1][C:2]1[CH:7]=[C:6]([S:8][CH3:9])[CH:5]=[CH:4][C:3]=1B(O)O.I[C:14]1[N:19]=[C:18]([CH3:20])[CH:17]=[CH:16][C:15]=1[OH:21], predict the reaction product. The product is: [Cl:1][C:2]1[CH:7]=[C:6]([S:8][CH3:9])[CH:5]=[CH:4][C:3]=1[C:14]1[C:15]([OH:21])=[CH:16][CH:17]=[C:18]([CH3:20])[N:19]=1. (2) Given the reactants [CH3:1][O:2][C:3]1[CH:4]=[C:5]2[C:9](=[CH:10][CH:11]=1)[NH:8][CH:7]=[CH:6]2.[OH-].[K+].[I:14]I.[H-].[Na+].I[CH:19]([CH3:21])[CH3:20], predict the reaction product. The product is: [I:14][C:6]1[C:5]2[C:9](=[CH:10][CH:11]=[C:3]([O:2][CH3:1])[CH:4]=2)[N:8]([CH:19]([CH3:21])[CH3:20])[CH:7]=1.